From a dataset of Forward reaction prediction with 1.9M reactions from USPTO patents (1976-2016). Predict the product of the given reaction. (1) The product is: [O:21]=[C:3]1[C:4]2[C:9](=[CH:8][CH:7]=[CH:6][CH:5]=2)[C:10]([S:12]([C:15]2[CH:16]=[CH:17][CH:18]=[CH:19][CH:20]=2)(=[O:14])=[O:13])=[N:11][N:2]1[NH:1][C:31](=[O:32])[CH2:30][C:26]1[CH:27]=[CH:28][CH:29]=[C:24]([C:23]([F:34])([F:22])[F:35])[CH:25]=1. Given the reactants [NH2:1][N:2]1[N:11]=[C:10]([S:12]([C:15]2[CH:20]=[CH:19][CH:18]=[CH:17][CH:16]=2)(=[O:14])=[O:13])[C:9]2[C:4](=[CH:5][CH:6]=[CH:7][CH:8]=2)[C:3]1=[O:21].[F:22][C:23]([F:35])([F:34])[C:24]1[CH:25]=[C:26]([CH2:30][C:31](O)=[O:32])[CH:27]=[CH:28][CH:29]=1, predict the reaction product. (2) Given the reactants [CH3:1][NH:2][CH2:3][C@@H:4]([C@H:6]([C@@H:8]([C@@H:10]([CH2:12][OH:13])[OH:11])[OH:9])[OH:7])[OH:5].[C:14]([OH:35])(=[O:34])[CH2:15][CH2:16][CH2:17]/[CH:18]=[CH:19]\[CH2:20]/[CH:21]=[CH:22]\[CH2:23]/[CH:24]=[CH:25]\[CH2:26]/[CH:27]=[CH:28]\[CH2:29]/[CH:30]=[CH:31]\[CH2:32][CH3:33], predict the reaction product. The product is: [C:14]([OH:35])(=[O:34])[CH2:15][CH2:16][CH2:17]/[CH:18]=[CH:19]\[CH2:20]/[CH:21]=[CH:22]\[CH2:23]/[CH:24]=[CH:25]\[CH2:26]/[CH:27]=[CH:28]\[CH2:29]/[CH:30]=[CH:31]\[CH2:32][CH3:33].[CH3:1][NH:2][CH2:3][C@@H:4]([C@H:6]([C@@H:8]([C@@H:10]([CH2:12][OH:13])[OH:11])[OH:9])[OH:7])[OH:5]. (3) Given the reactants [C:9](O[C:9]([O:11][C:12]([CH3:15])([CH3:14])[CH3:13])=[O:10])([O:11][C:12]([CH3:15])([CH3:14])[CH3:13])=[O:10].[Cl:16][C:17]1[CH:22]=[CH:21][C:20]([Cl:23])=[CH:19][C:18]=1[NH:24][NH2:25], predict the reaction product. The product is: [C:12]([O:11][C:9]([NH:25][NH:24][C:18]1[CH:19]=[C:20]([Cl:23])[CH:21]=[CH:22][C:17]=1[Cl:16])=[O:10])([CH3:13])([CH3:14])[CH3:15]. (4) Given the reactants [NH2:1][C:2]1[N:7]=[CH:6][C:5]([C:8]#[CH:9])=[CH:4][N:3]=1.I[C:11]1[CH:12]=[C:13]([CH2:17][C:18]([OH:20])=[O:19])[CH:14]=[CH:15][CH:16]=1.C(N(CC)CC)C, predict the reaction product. The product is: [NH2:1][C:2]1[N:7]=[CH:6][C:5]([C:8]#[C:9][C:11]2[CH:12]=[C:13]([CH2:17][C:18]([OH:20])=[O:19])[CH:14]=[CH:15][CH:16]=2)=[CH:4][N:3]=1. (5) Given the reactants [C:1]([C:3]([C:6]1[CH:7]=[C:8]([CH:20]=[CH:21][CH:22]=1)[C:9]([NH:11][C:12]1[CH:17]=[CH:16][C:15]([CH3:18])=[C:14](I)[CH:13]=1)=[O:10])([CH3:5])[CH3:4])#[N:2].[CH2:23]([O:25]C([Sn](CCCC)(CCCC)CCCC)=C)[CH3:24].Cl, predict the reaction product. The product is: [C:23]([C:14]1[CH:13]=[C:12]([NH:11][C:9](=[O:10])[C:8]2[CH:20]=[CH:21][CH:22]=[C:6]([C:3]([C:1]#[N:2])([CH3:5])[CH3:4])[CH:7]=2)[CH:17]=[CH:16][C:15]=1[CH3:18])(=[O:25])[CH3:24]. (6) Given the reactants [N:1]1[CH:6]=[CH:5][C:4]([C:7]([OH:9])=O)=[CH:3][CH:2]=1.N1(O)C2C=CC=CC=2N=N1.C1(N=C=N)CCCCC1.[NH:29]1[CH2:34][CH2:33][CH:32]([C:35]2[S:36][C:37]3[CH2:43][CH2:42][N:41](C(=O)C(F)(F)F)[CH2:40][CH2:39][C:38]=3[N:50]=2)[CH2:31][CH2:30]1.C(=O)([O-])[O-].[K+].[K+], predict the reaction product. The product is: [N:1]1[CH:2]=[CH:3][C:4]([C:7]([N:29]2[CH2:30][CH2:31][CH:32]([C:35]3[S:36][C:37]4[CH2:43][CH2:42][NH:41][CH2:40][CH2:39][C:38]=4[N:50]=3)[CH2:33][CH2:34]2)=[O:9])=[CH:5][CH:6]=1. (7) Given the reactants C([N:8]1[CH2:14][CH2:13][C:12](=[O:15])[N:11]2[CH2:16][C@H:17]([O:19]CC3C=CC=CC=3)[CH2:18][C@@H:10]2[CH2:9]1)C1C=CC=CC=1.[C:35](O[C:35]([O:37][C:38]([CH3:41])([CH3:40])[CH3:39])=[O:36])([O:37][C:38]([CH3:41])([CH3:40])[CH3:39])=[O:36], predict the reaction product. The product is: [OH:19][C@H:17]1[CH2:16][N:11]2[C:12](=[O:15])[CH2:13][CH2:14][N:8]([C:35]([O:37][C:38]([CH3:39])([CH3:40])[CH3:41])=[O:36])[CH2:9][C@H:10]2[CH2:18]1.